Dataset: Reaction yield outcomes from USPTO patents with 853,638 reactions. Task: Predict the reaction yield, written as a fraction of the theoretical maximum amount of product (1.0 means a 100% yield; for example, 0.34 means a 34% yield). (1) The reactants are [OH-].[K+].C([O:5][C:6]([C:8]1[C:12]([CH3:13])=[C:11]([CH:14]=[O:15])[NH:10][CH:9]=1)=[O:7])C. The catalyst is O.CCO. The product is [CH:14]([C:11]1[NH:10][CH:9]=[C:8]([C:6]([OH:7])=[O:5])[C:12]=1[CH3:13])=[O:15]. The yield is 0.870. (2) The reactants are [CH2:1]([O:3][C:4]([C:6]1[C:15](=[O:16])[C:14]2[C:9](=[CH:10][C:11]([Cl:18])=[C:12]([F:17])[CH:13]=2)[NH:8][CH:7]=1)=[O:5])[CH3:2].[I:19][CH2:20][CH2:21][CH2:22][CH2:23]I.C(=O)([O-])[O-].[K+].[K+]. The catalyst is [Br-].C([N+](CCCC)(CCCC)CCCC)CCC. The product is [CH2:1]([O:3][C:4]([C:6]1[C:15](=[O:16])[C:14]2[C:9](=[CH:10][C:11]([Cl:18])=[C:12]([F:17])[CH:13]=2)[N:8]([CH2:23][CH2:22][CH2:21][CH2:20][I:19])[CH:7]=1)=[O:5])[CH3:2]. The yield is 0.690. (3) The reactants are [F:1][C:2]1[CH:7]=[CH:6][C:5]([C:8]2[C:20]([CH:21]=[O:22])=[C:11]3[CH:12]=[CH:13][C:14]([C:16]([F:19])([F:18])[F:17])=[CH:15][N:10]3[N:9]=2)=[CH:4][CH:3]=1.[C:23]([Mg]Br)#[CH:24].O.Cl. The catalyst is O1CCCC1. The product is [F:1][C:2]1[CH:3]=[CH:4][C:5]([C:8]2[C:20]([CH:21]([OH:22])[C:23]#[CH:24])=[C:11]3[CH:12]=[CH:13][C:14]([C:16]([F:19])([F:18])[F:17])=[CH:15][N:10]3[N:9]=2)=[CH:6][CH:7]=1. The yield is 0.960. (4) The reactants are [F:1][C:2]([F:39])([F:38])[C:3]1[CH:4]=[C:5]([CH:31]=[C:32]([C:34]([F:37])([F:36])[F:35])[CH:33]=1)[CH2:6][N:7]1[CH2:14][CH2:13][CH2:12][NH:11][C:10]2[N:15]=[C:16](S(C)(=O)=O)[N:17]=[C:18]([C:19]3[CH:24]=[CH:23][CH:22]=[CH:21][C:20]=3[CH3:25])[C:9]=2[C:8]1=[O:30].[N:40]1[CH:45]=[CH:44][CH:43]=[N:42][C:41]=1[N:46]1[CH2:51][CH2:50][NH:49][CH2:48][CH2:47]1. No catalyst specified. The product is [F:1][C:2]([F:39])([F:38])[C:3]1[CH:4]=[C:5]([CH:31]=[C:32]([C:34]([F:37])([F:36])[F:35])[CH:33]=1)[CH2:6][N:7]1[CH2:14][CH2:13][CH2:12][NH:11][C:10]2[N:15]=[C:16]([N:49]3[CH2:50][CH2:51][N:46]([C:41]4[N:40]=[CH:45][CH:44]=[CH:43][N:42]=4)[CH2:47][CH2:48]3)[N:17]=[C:18]([C:19]3[CH:24]=[CH:23][CH:22]=[CH:21][C:20]=3[CH3:25])[C:9]=2[C:8]1=[O:30]. The yield is 0.490. (5) The reactants are [Br:1][C:2]1[CH:3]=[CH:4][C:5]([F:10])=[C:6]([CH:9]=1)[CH:7]=[O:8].[CH3:11][CH2:12][Mg+].[Br-]. The catalyst is C(OCC)C. The product is [Br:1][C:2]1[CH:3]=[CH:4][C:5]([F:10])=[C:6]([CH:7]([OH:8])[CH2:11][CH3:12])[CH:9]=1. The yield is 0.980. (6) The reactants are [Cl:1][C:2]1[C:3]([CH:18]=[CH2:19])=[C:4]([NH:10][CH:11]([CH:15]([OH:17])[CH3:16])[C:12]([OH:14])=O)[CH:5]=[CH:6][C:7]=1[C:8]#[N:9].[C:20]([C:22]1[CH:31]=[CH:30][C:25]([C:26]([NH:28][NH2:29])=[O:27])=[CH:24][CH:23]=1)#[N:21].OC1C2N=NNC=2C=CC=1.Cl.CN(C)CCCN=C=NCC. The catalyst is C1COCC1. The product is [Cl:1][C:2]1[C:3]([CH:18]=[CH2:19])=[C:4]([NH:10][CH:11]([CH:15]([OH:17])[CH3:16])[C:12]([NH:29][NH:28][C:26](=[O:27])[C:25]2[CH:24]=[CH:23][C:22]([C:20]#[N:21])=[CH:31][CH:30]=2)=[O:14])[CH:5]=[CH:6][C:7]=1[C:8]#[N:9]. The yield is 0.490.